Dataset: Full USPTO retrosynthesis dataset with 1.9M reactions from patents (1976-2016). Task: Predict the reactants needed to synthesize the given product. Given the product [CH3:1][C:2]([O:4][C@H:5]1[C:15](=[O:16])[N:14]([CH2:17][CH2:18][N:19]([CH3:21])[CH3:20])[C:13]2[CH:12]=[CH:11][CH:10]=[CH:9][C:8]=2[S:7][C@H:6]1[C:22]1[CH:23]=[CH:24][C:25]([O:28][CH3:29])=[CH:26][CH:27]=1)=[O:3], predict the reactants needed to synthesize it. The reactants are: [CH3:1][C:2]([O:4][C@H:5]1[C:15](=[O:16])[N:14]([CH2:17][CH2:18][N:19]([CH3:21])[CH3:20])[C:13]2[CH:12]=[CH:11][CH:10]=[CH:9][C:8]=2[S:7][C@H:6]1[C:22]1[CH:23]=[CH:24][C:25]([O:28][CH3:29])=[CH:26][CH:27]=1)=[O:3].Cl.